Task: Predict the product of the given reaction.. Dataset: Forward reaction prediction with 1.9M reactions from USPTO patents (1976-2016) (1) Given the reactants N1CCCCC1.C1C2C(COC([NH:24][C@H:25]([C:149]([O:151][CH3:152])=[O:150])[CH2:26][C:27]3[CH:148]=[CH:147][C:30]([O:31][CH2:32][C:33]4[N:34]=[N:35][N:36]([C@@H:38]5[CH2:42][CH2:41][N:40]([C:43](=[O:63])[C@@H:44]([NH:49][C:50](=[O:62])[C@@H:51]([N:53]([C:55]([O:57][C:58]([CH3:61])([CH3:60])[CH3:59])=[O:56])[CH3:54])[CH3:52])[C:45]([CH3:48])([CH3:47])[CH3:46])[C@@H:39]5[C:64]([NH:66][C@@H:67]([CH2:136][C:137]5[CH:146]=[CH:145][C:144]6[C:139](=[CH:140][CH:141]=[CH:142][CH:143]=6)[CH:138]=5)[C:68]([NH:70][C@H:71]([C:130]([O:132][CH2:133][CH:134]=[CH2:135])=[O:131])[CH2:72][C:73]5[CH:129]=[CH:128][C:76]([O:77][CH2:78][C:79]6[N:80]=[N:81][N:82]([C@@H:84]7[CH2:88][CH2:87][N:86]([C:89](=[O:109])[C@@H:90]([NH:95][C:96](=[O:108])[C@@H:97]([N:99]([C:101]([O:103][C:104]([CH3:107])([CH3:106])[CH3:105])=[O:102])[CH3:100])[CH3:98])[C:91]([CH3:94])([CH3:93])[CH3:92])[C@@H:85]7[C:110]([NH:112][C@@H:113]([CH2:117][C:118]7[CH:127]=[CH:126][C:125]8[C:120](=[CH:121][CH:122]=[CH:123][CH:124]=8)[CH:119]=7)[C:114]([OH:116])=[O:115])=[O:111])[CH:83]=6)=[CH:75][CH:74]=5)=[O:69])=[O:65])[CH:37]=4)=[CH:29][CH:28]=3)=O)C3C(=CC=CC=3)C=2C=CC=1, predict the reaction product. The product is: [CH2:133]([O:132][C:130](=[O:131])[C@@H:71]([NH:70][C:68](=[O:69])[C@@H:67]([NH:66][C:64]([C@@H:39]1[C@H:38]([N:36]2[CH:37]=[C:33]([CH2:32][O:31][C:30]3[CH:147]=[CH:148][C:27]([CH2:26][C@H:25]([NH2:24])[C:149]([O:151][CH3:152])=[O:150])=[CH:28][CH:29]=3)[N:34]=[N:35]2)[CH2:42][CH2:41][N:40]1[C:43](=[O:63])[C@@H:44]([NH:49][C:50](=[O:62])[C@@H:51]([N:53]([C:55]([O:57][C:58]([CH3:61])([CH3:60])[CH3:59])=[O:56])[CH3:54])[CH3:52])[C:45]([CH3:47])([CH3:48])[CH3:46])=[O:65])[CH2:136][C:137]1[CH:146]=[CH:145][C:144]2[C:139](=[CH:140][CH:141]=[CH:142][CH:143]=2)[CH:138]=1)[CH2:72][C:73]1[CH:74]=[CH:75][C:76]([O:77][CH2:78][C:79]2[N:80]=[N:81][N:82]([C@@H:84]3[CH2:88][CH2:87][N:86]([C:89](=[O:109])[C@@H:90]([NH:95][C:96](=[O:108])[C@@H:97]([N:99]([C:101]([O:103][C:104]([CH3:106])([CH3:107])[CH3:105])=[O:102])[CH3:100])[CH3:98])[C:91]([CH3:92])([CH3:93])[CH3:94])[C@@H:85]3[C:110]([NH:112][C@@H:113]([CH2:117][C:118]3[CH:127]=[CH:126][C:125]4[C:120](=[CH:121][CH:122]=[CH:123][CH:124]=4)[CH:119]=3)[C:114]([OH:116])=[O:115])=[O:111])[CH:83]=2)=[CH:128][CH:129]=1)[CH:134]=[CH2:135]. (2) Given the reactants [Si:1]([O:8][C@@H:9]1[C@@:36]2([CH3:37])[C:13](=[CH:14][CH:15]=[C:16]3[C@@H:35]2[CH2:34][CH2:33][C@@:32]2([CH3:38])[C@H:17]3[CH2:18][CH:19]=[C:20]2[C:21]([O:24][CH2:25][CH2:26][C:27](N(C)C)=[O:28])([CH3:23])[CH3:22])[CH2:12][C@@H:11]([O:39][Si:40]([C:43]([CH3:46])([CH3:45])[CH3:44])([CH3:42])[CH3:41])[CH2:10]1)([C:4]([CH3:7])([CH3:6])[CH3:5])([CH3:3])[CH3:2].Cl[Ce](Cl)Cl.[CH2:51]([Mg]Br)[CH3:52].O1CC[CH2:57][CH2:56]1, predict the reaction product. The product is: [Si:1]([O:8][C@@H:9]1[C@@:36]2([CH3:37])[C:13](=[CH:14][CH:15]=[C:16]3[C@@H:35]2[CH2:34][CH2:33][C@@:32]2([CH3:38])[C@H:17]3[CH2:18][CH:19]=[C:20]2[C:21]([O:24][CH2:25][CH2:26][C:27]([CH2:51][CH3:52])([OH:28])[CH2:56][CH3:57])([CH3:23])[CH3:22])[CH2:12][C@@H:11]([O:39][Si:40]([C:43]([CH3:46])([CH3:45])[CH3:44])([CH3:42])[CH3:41])[CH2:10]1)([C:4]([CH3:7])([CH3:6])[CH3:5])([CH3:3])[CH3:2].